From a dataset of Peptide-MHC class II binding affinity with 134,281 pairs from IEDB. Regression. Given a peptide amino acid sequence and an MHC pseudo amino acid sequence, predict their binding affinity value. This is MHC class II binding data. (1) The peptide sequence is ISATPEWATPFPHRK. The MHC is HLA-DQA10501-DQB10201 with pseudo-sequence HLA-DQA10501-DQB10201. The binding affinity (normalized) is 0.291. (2) The peptide sequence is LLNAKFFHMNIYECK. The MHC is HLA-DQA10401-DQB10402 with pseudo-sequence HLA-DQA10401-DQB10402. The binding affinity (normalized) is 0.258.